This data is from Forward reaction prediction with 1.9M reactions from USPTO patents (1976-2016). The task is: Predict the product of the given reaction. (1) Given the reactants [Cl:1][C:2]1[CH:3]=[C:4]([CH:10]=[CH:11][C:12]=1[NH:13][CH:14]([CH3:17])[CH2:15][OH:16])[C:5]([O:7][CH2:8][CH3:9])=[O:6].[H-].[Na+].Br[CH2:21][C:22]([O:24][C:25]([CH3:28])([CH3:27])[CH3:26])=[O:23].O, predict the reaction product. The product is: [C:25]([O:24][C:22]([CH2:21][O:16][CH2:15][CH:14]([NH:13][C:12]1[CH:11]=[CH:10][C:4]([C:5]([O:7][CH2:8][CH3:9])=[O:6])=[CH:3][C:2]=1[Cl:1])[CH3:17])=[O:23])([CH3:28])([CH3:27])[CH3:26]. (2) Given the reactants [C:1]([C@@H:3]([NH:22][C:23]([C:25]1([NH:31]C(=O)OC(C)(C)C)[CH2:30][CH2:29][O:28][CH2:27][CH2:26]1)=[O:24])[CH2:4][C:5]1[CH:10]=[CH:9][C:8]([C:11]2[CH:19]=[C:18]3[C:14]([CH2:15][C:16](=[O:21])[N:17]3[CH3:20])=[CH:13][CH:12]=2)=[CH:7][CH:6]=1)#[N:2].N, predict the reaction product. The product is: [NH2:31][C:25]1([C:23]([NH:22][C@H:3]([C:1]#[N:2])[CH2:4][C:5]2[CH:10]=[CH:9][C:8]([C:11]3[CH:19]=[C:18]4[C:14]([CH2:15][C:16](=[O:21])[N:17]4[CH3:20])=[CH:13][CH:12]=3)=[CH:7][CH:6]=2)=[O:24])[CH2:30][CH2:29][O:28][CH2:27][CH2:26]1. (3) Given the reactants C(OC(=O)[NH:7][C@H:8]([CH2:37][C:38]1[CH:43]=[C:42]([F:44])[C:41]([F:45])=[CH:40][C:39]=1[F:46])[CH2:9][C:10]([N:12]1[CH2:17][CH2:16][N:15]2[C:18]([C:33]([F:36])([F:35])[F:34])=[N:19][C:20]([C:21]([N:23]3[CH2:28][CH2:27][N:26]([S:29]([CH3:32])(=[O:31])=[O:30])[CH2:25][CH2:24]3)=[O:22])=[C:14]2[CH2:13]1)=[O:11])(C)(C)C.[ClH:48], predict the reaction product. The product is: [ClH:48].[NH2:7][C@H:8]([CH2:37][C:38]1[CH:43]=[C:42]([F:44])[C:41]([F:45])=[CH:40][C:39]=1[F:46])[CH2:9][C:10]([N:12]1[CH2:17][CH2:16][N:15]2[C:18]([C:33]([F:36])([F:34])[F:35])=[N:19][C:20]([C:21]([N:23]3[CH2:28][CH2:27][N:26]([S:29]([CH3:32])(=[O:30])=[O:31])[CH2:25][CH2:24]3)=[O:22])=[C:14]2[CH2:13]1)=[O:11]. (4) Given the reactants [OH:1][CH2:2][CH2:3][N:4]1[C:12]2[CH2:11][CH2:10][CH2:9][C:8](=[O:13])[C:7]=2[CH:6]=[N:5]1.CCN(CC)CC.[CH3:21][C:22]([Si:25](Cl)([CH3:27])[CH3:26])([CH3:24])[CH3:23], predict the reaction product. The product is: [Si:25]([O:1][CH2:2][CH2:3][N:4]1[C:12]2[CH2:11][CH2:10][CH2:9][C:8](=[O:13])[C:7]=2[CH:6]=[N:5]1)([C:22]([CH3:24])([CH3:23])[CH3:21])([CH3:27])[CH3:26].